This data is from Forward reaction prediction with 1.9M reactions from USPTO patents (1976-2016). The task is: Predict the product of the given reaction. (1) Given the reactants [F:1][C:2]([F:21])([F:20])[C:3]1[CH:8]=[CH:7][C:6]([C:9]2[CH:10]=[C:11]3[C:16](=[CH:17][CH:18]=2)[CH2:15][C:14](=O)[CH2:13][CH2:12]3)=[CH:5][CH:4]=1.Cl.[NH2:23][OH:24], predict the reaction product. The product is: [F:1][C:2]([F:21])([F:20])[C:3]1[CH:8]=[CH:7][C:6]([C:9]2[CH:10]=[C:11]3[C:16](=[CH:17][CH:18]=2)[CH2:15][C:14](=[N:23][OH:24])[CH2:13][CH2:12]3)=[CH:5][CH:4]=1. (2) Given the reactants [NH2:1][C:2]1[C:10]2[O:9][CH:8]([CH2:11][OH:12])[CH2:7][C:6]=2[CH:5]=[C:4]([CH3:13])[CH:3]=1.C1C(=O)N([Br:21])C(=O)C1, predict the reaction product. The product is: [NH2:1][C:2]1[C:10]2[O:9][CH:8]([CH2:11][OH:12])[CH2:7][C:6]=2[C:5]([Br:21])=[C:4]([CH3:13])[CH:3]=1. (3) Given the reactants [Br:1][C:2]1[NH:10][C:9]2[C:4](=[N:5][CH:6]=[N:7][CH:8]=2)[N:3]=1.Br[CH2:12][CH2:13][CH2:14][CH3:15].C(=O)([O-])[O-].[Cs+].[Cs+].C[N:23](C=O)C, predict the reaction product. The product is: [Br:1][C:2]1[N:3]([CH2:12][CH2:13][CH2:14][CH3:15])[C:4]2[C:9]([N:10]=1)=[C:8]([NH2:23])[N:7]=[CH:6][N:5]=2. (4) Given the reactants Cl[C:2]1[CH:11]=[C:10]([CH3:12])[C:9]2[C:4](=[CH:5][CH:6]=[C:7]([OH:13])[CH:8]=2)[N:3]=1.[NH2:14][C@H:15]1[C@H:19]([O:20][CH3:21])[CH2:18][N:17]([C:22](=[O:35])[CH2:23][C:24]2[CH:29]=[CH:28][C:27]([O:30][C:31]([F:34])([F:33])[F:32])=[CH:26][CH:25]=2)[CH2:16]1.O1CCOCC1.CC(C)([O-])C.[Na+], predict the reaction product. The product is: [OH:13][C:7]1[CH:8]=[C:9]2[C:4](=[CH:5][CH:6]=1)[N:3]=[C:2]([NH:14][C@H:15]1[C@H:19]([O:20][CH3:21])[CH2:18][N:17]([C:22](=[O:35])[CH2:23][C:24]3[CH:25]=[CH:26][C:27]([O:30][C:31]([F:32])([F:33])[F:34])=[CH:28][CH:29]=3)[CH2:16]1)[CH:11]=[C:10]2[CH3:12]. (5) The product is: [OH:4][C:5]1[C:7]2[N:8]([CH:9]=[CH:10][CH:11]=2)[N:12]([CH2:13][CH2:14][CH:15]([CH3:16])[CH3:17])[C:18](=[O:37])[C:19]=1[C:20]1[NH:25][C:24]2[CH:26]=[CH:27][C:28]([NH:30][S:31]([CH3:34])(=[O:33])=[O:32])=[CH:29][C:23]=2[S:22](=[O:35])(=[O:36])[CH:21]=1. Given the reactants C([O:4][C:5]([C:7]1[N:8]([N:12]([C:18](=[O:37])[CH2:19][C:20]2[NH:25][C:24]3[CH:26]=[CH:27][C:28]([NH:30][S:31]([CH3:34])(=[O:33])=[O:32])=[CH:29][C:23]=3[S:22](=[O:36])(=[O:35])[CH:21]=2)[CH2:13][CH2:14][CH:15]([CH3:17])[CH3:16])[CH:9]=[CH:10][CH:11]=1)=O)C=C.[O-]CC.[Na+].Cl, predict the reaction product. (6) Given the reactants I[C:2]1[CH:19]=[CH:18][C:5]([O:6][CH2:7][C:8]2[CH:17]=[CH:16][C:15]3[C:10](=[CH:11][CH:12]=[CH:13][CH:14]=3)[N:9]=2)=[CH:4][CH:3]=1.[C:20]([C:22]1[CH:27]=[CH:26][C:25]([O:28][CH3:29])=[CH:24][CH:23]=1)#[CH:21].C(N(CC)CC)C.[I-], predict the reaction product. The product is: [CH3:29][O:28][C:25]1[CH:26]=[CH:27][C:22]([C:20]#[C:21][C:2]2[CH:19]=[CH:18][C:5]([O:6][CH2:7][C:8]3[CH:17]=[CH:16][C:15]4[C:10](=[CH:11][CH:12]=[CH:13][CH:14]=4)[N:9]=3)=[CH:4][CH:3]=2)=[CH:23][CH:24]=1.